This data is from Catalyst prediction with 721,799 reactions and 888 catalyst types from USPTO. The task is: Predict which catalyst facilitates the given reaction. Reactant: [NH2:1][C:2]1[CH:3]=[CH:4][C:5]2[O:10][C:9]([CH3:12])([CH3:11])[C:8](=[O:13])[N:7]([CH2:14][CH2:15][CH2:16][O:17][CH3:18])[C:6]=2[CH:19]=1.[CH3:20][C:21](O)=O.[BH3-][C:25]#N.[Na+].[OH-].[Na+]. Product: [CH:21]1([NH:1][C:2]2[CH:3]=[CH:4][C:5]3[O:10][C:9]([CH3:12])([CH3:11])[C:8](=[O:13])[N:7]([CH2:14][CH2:15][CH2:16][O:17][CH3:18])[C:6]=3[CH:19]=2)[CH2:20][CH2:25]1. The catalyst class is: 2.